From a dataset of Full USPTO retrosynthesis dataset with 1.9M reactions from patents (1976-2016). Predict the reactants needed to synthesize the given product. (1) The reactants are: [NH2:1][C:2]1[CH:3]=[CH:4][C:5]([C:8]2[CH:16]=[C:15]3[C:11]([CH2:12][N:13]([C@@H:18]([CH:23]([CH3:25])[CH3:24])[C:19]([O:21][CH3:22])=[O:20])[C:14]3=[O:17])=[CH:10][CH:9]=2)=[N:6][CH:7]=1.N1C=CC=CC=1.[C:32]([C:36]1[CH:44]=[CH:43][C:39]([C:40](Cl)=[O:41])=[CH:38][CH:37]=1)([CH3:35])([CH3:34])[CH3:33]. Given the product [C:32]([C:36]1[CH:37]=[CH:38][C:39]([C:40]([NH:1][C:2]2[CH:3]=[CH:4][C:5]([C:8]3[CH:16]=[C:15]4[C:11]([CH2:12][N:13]([C@@H:18]([CH:23]([CH3:25])[CH3:24])[C:19]([O:21][CH3:22])=[O:20])[C:14]4=[O:17])=[CH:10][CH:9]=3)=[N:6][CH:7]=2)=[O:41])=[CH:43][CH:44]=1)([CH3:35])([CH3:33])[CH3:34], predict the reactants needed to synthesize it. (2) Given the product [C:13]1([CH2:12][CH2:11][O:1][C:2]2[CH:9]=[CH:8][CH:7]=[CH:6][C:3]=2[CH:4]=[O:5])[CH:18]=[CH:17][CH:16]=[CH:15][CH:14]=1, predict the reactants needed to synthesize it. The reactants are: [OH:1][C:2]1[CH:9]=[CH:8][CH:7]=[CH:6][C:3]=1[CH:4]=[O:5].Br[CH2:11][CH2:12][C:13]1[CH:18]=[CH:17][CH:16]=[CH:15][CH:14]=1.C(=O)([O-])[O-].[K+].[K+].O.